Task: Regression. Given two drug SMILES strings and cell line genomic features, predict the synergy score measuring deviation from expected non-interaction effect.. Dataset: NCI-60 drug combinations with 297,098 pairs across 59 cell lines (1) Drug 1: CC1C(C(CC(O1)OC2CC(OC(C2O)C)OC3=CC4=CC5=C(C(=O)C(C(C5)C(C(=O)C(C(C)O)O)OC)OC6CC(C(C(O6)C)O)OC7CC(C(C(O7)C)O)OC8CC(C(C(O8)C)O)(C)O)C(=C4C(=C3C)O)O)O)O. Drug 2: C1=NC2=C(N=C(N=C2N1C3C(C(C(O3)CO)O)F)Cl)N. Cell line: SNB-19. Synergy scores: CSS=30.9, Synergy_ZIP=-7.12, Synergy_Bliss=-2.45, Synergy_Loewe=-14.7, Synergy_HSA=-1.14. (2) Drug 1: CC1C(C(=O)NC(C(=O)N2CCCC2C(=O)N(CC(=O)N(C(C(=O)O1)C(C)C)C)C)C(C)C)NC(=O)C3=C4C(=C(C=C3)C)OC5=C(C(=O)C(=C(C5=N4)C(=O)NC6C(OC(=O)C(N(C(=O)CN(C(=O)C7CCCN7C(=O)C(NC6=O)C(C)C)C)C)C(C)C)C)N)C. Drug 2: CC1=C2C(C(=O)C3(C(CC4C(C3C(C(C2(C)C)(CC1OC(=O)C(C(C5=CC=CC=C5)NC(=O)C6=CC=CC=C6)O)O)OC(=O)C7=CC=CC=C7)(CO4)OC(=O)C)O)C)OC(=O)C. Cell line: MCF7. Synergy scores: CSS=21.5, Synergy_ZIP=-2.69, Synergy_Bliss=0.251, Synergy_Loewe=-6.85, Synergy_HSA=-3.61.